Dataset: Full USPTO retrosynthesis dataset with 1.9M reactions from patents (1976-2016). Task: Predict the reactants needed to synthesize the given product. (1) Given the product [CH:2]([C:4]1[CH:5]=[C:6]([NH2:10])[CH:7]=[N:8][CH:9]=1)([CH3:3])[CH3:1], predict the reactants needed to synthesize it. The reactants are: [CH2:1]=[C:2]([C:4]1[CH:5]=[C:6]([NH2:10])[CH:7]=[N:8][CH:9]=1)[CH3:3]. (2) Given the product [NH2:6][C:7]1[N:11]([CH:12]2[CH2:16][CH2:15][CH2:14][CH2:13]2)[N:10]=[CH:9][C:8]=1[C:17]([NH2:18])=[O:20], predict the reactants needed to synthesize it. The reactants are: OS(O)(=O)=O.[NH2:6][C:7]1[N:11]([CH:12]2[CH2:16][CH2:15][CH2:14][CH2:13]2)[N:10]=[CH:9][C:8]=1[C:17]#[N:18].[NH4+].[OH-:20].